Dataset: Catalyst prediction with 721,799 reactions and 888 catalyst types from USPTO. Task: Predict which catalyst facilitates the given reaction. (1) Reactant: F[C:2]1[CH:7]=[C:6]([C:8]2[CH:9]=[C:10]([NH:15][C:16]3[N:21]=[C:20]([C:22]([F:25])([F:24])[F:23])[CH:19]=[CH:18][N:17]=3)[CH:11]=[C:12]([CH3:14])[CH:13]=2)[CH:5]=[CH:4][N:3]=1.[N:26]1([C:32](=[O:34])[CH3:33])[CH2:31][CH2:30][NH:29][CH2:28][CH2:27]1.P([O-])([O-])([O-])=O.[K+].[K+].[K+]. Product: [CH3:14][C:12]1[CH:13]=[C:8]([C:6]2[CH:5]=[CH:4][N:3]=[C:2]([N:29]3[CH2:30][CH2:31][N:26]([C:32](=[O:34])[CH3:33])[CH2:27][CH2:28]3)[CH:7]=2)[CH:9]=[C:10]([NH:15][C:16]2[N:21]=[C:20]([C:22]([F:25])([F:24])[F:23])[CH:19]=[CH:18][N:17]=2)[CH:11]=1. The catalyst class is: 16. (2) Reactant: [H-].[Na+].C1(C(C2C=CC=CC=2)(C2C=CC=CC=2)[N:10]2[CH:14]=[C:13]([CH2:15][CH2:16][CH2:17][CH2:18][OH:19])[N:12]=[CH:11]2)C=CC=CC=1.[Cl:32][C:33]1[CH:34]=[CH:35][C:36]2[CH:46]([N:47]3[CH2:52][CH2:51][NH:50][CH2:49][CH2:48]3)[C:41]3=[N:42][CH:43]=[CH:44][CH:45]=[C:40]3[CH2:39][CH2:38][C:37]=2[CH:53]=1.C(N(CC)CC)C.Cl[C:62](Cl)([O:64]C(=O)OC(Cl)(Cl)Cl)Cl. Product: [Cl:32][C:33]1[CH:34]=[CH:35][C:36]2[CH:46]([N:47]3[CH2:48][CH2:49][N:50]([C:62]([O:19][CH2:18][CH2:17][CH2:16][CH2:15][C:13]4[N:12]=[CH:11][NH:10][CH:14]=4)=[O:64])[CH2:51][CH2:52]3)[C:41]3=[N:42][CH:43]=[CH:44][CH:45]=[C:40]3[CH2:39][CH2:38][C:37]=2[CH:53]=1. The catalyst class is: 217. (3) Reactant: [NH:1]1[CH2:6][CH2:5][CH:4]([NH:7][C:8](=[O:14])[O:9][C:10]([CH3:13])([CH3:12])[CH3:11])[CH2:3][CH2:2]1.Br[CH2:16][CH2:17][OH:18].C([O-])([O-])=O.[K+].[K+]. Product: [OH:18][CH2:17][CH2:16][N:1]1[CH2:2][CH2:3][CH:4]([NH:7][C:8](=[O:14])[O:9][C:10]([CH3:11])([CH3:13])[CH3:12])[CH2:5][CH2:6]1. The catalyst class is: 10.